Dataset: Reaction yield outcomes from USPTO patents with 853,638 reactions. Task: Predict the reaction yield, written as a fraction of the theoretical maximum amount of product (1.0 means a 100% yield; for example, 0.34 means a 34% yield). (1) The reactants are CO[C:3](=[O:24])[C:4]1[CH:9]=[CH:8][C:7]([O:10][CH2:11][C:12]2[C:13]([C:17]3[CH:22]=[CH:21][C:20]([F:23])=[CH:19][CH:18]=3)=[N:14][O:15][CH:16]=2)=[N:6][CH:5]=1.[NH2:25][C@@H:26]([CH2:28][OH:29])[CH3:27]. No catalyst specified. The product is [F:23][C:20]1[CH:19]=[CH:18][C:17]([C:13]2[C:12]([CH2:11][O:10][C:7]3[CH:8]=[CH:9][C:4]([C:3]([NH:25][C@H:26]([CH3:27])[CH2:28][OH:29])=[O:24])=[CH:5][N:6]=3)=[CH:16][O:15][N:14]=2)=[CH:22][CH:21]=1. The yield is 0.410. (2) The reactants are Br[C:2]1[CH:3]=[C:4]([N:8]2[C:12]3=[N:13][CH:14]=[C:15]([F:17])[CH:16]=[C:11]3[C:10]([C:18]([NH2:20])=[O:19])=[N:9]2)[CH:5]=[CH:6][CH:7]=1.[C:21]([C@:23]1([OH:30])[CH2:27][CH2:26][N:25]([CH3:28])[C:24]1=[O:29])#[CH:22]. No catalyst specified. The product is [F:17][C:15]1[CH:16]=[C:11]2[C:10]([C:18]([NH2:20])=[O:19])=[N:9][N:8]([C:4]3[CH:5]=[CH:6][CH:7]=[C:2]([C:22]#[C:21][C@:23]4([OH:30])[CH2:27][CH2:26][N:25]([CH3:28])[C:24]4=[O:29])[CH:3]=3)[C:12]2=[N:13][CH:14]=1. The yield is 0.310. (3) The reactants are [NH:1]1[CH:5]=[CH:4][N:3]=[C:2]1[C:6]([OH:8])=O.[NH2:9][C:10]1[CH:15]=[CH:14][CH:13]=[CH:12][CH:11]=1.CCN=C=NCCCN(C)C.Cl.C1C=CC2N(O)N=NC=2C=1. The catalyst is CN(C=O)C.O. The product is [C:10]1([NH:9][C:6]([C:2]2[NH:1][CH:5]=[CH:4][N:3]=2)=[O:8])[CH:15]=[CH:14][CH:13]=[CH:12][CH:11]=1. The yield is 0.960. (4) The reactants are [C:1]([O:5][C:6]([NH:8][C:9]1[CH:10]=[C:11]([C:15]([NH:17][C:18]2[N:19]=[C:20]([C:24]([NH:26][C:27]3[CH:28]=[C:29]([C:33]([NH:35][C:36]4[CH:37]=[C:38]([C:42]([O:44]C)=[O:43])[N:39]([CH3:41])[CH:40]=4)=[O:34])[N:30]([CH3:32])[CH:31]=3)=[O:25])[N:21]([CH3:23])[CH:22]=2)=[O:16])[N:12]([CH3:14])[CH:13]=1)=[O:7])([CH3:4])([CH3:3])[CH3:2].[Li+].[OH-]. The catalyst is CC(N(C)C)=O.O. The product is [C:1]([O:5][C:6]([NH:8][C:9]1[CH:10]=[C:11]([C:15]([NH:17][C:18]2[N:19]=[C:20]([C:24]([NH:26][C:27]3[CH:28]=[C:29]([C:33]([NH:35][C:36]4[CH:37]=[C:38]([C:42]([OH:44])=[O:43])[N:39]([CH3:41])[CH:40]=4)=[O:34])[N:30]([CH3:32])[CH:31]=3)=[O:25])[N:21]([CH3:23])[CH:22]=2)=[O:16])[N:12]([CH3:14])[CH:13]=1)=[O:7])([CH3:4])([CH3:2])[CH3:3]. The yield is 0.730. (5) The yield is 0.490. The product is [CH:21]([C:18]1[CH:19]=[CH:20][C:15]([CH:12]2[C:11]3[C:24]([CH3:25])=[C:7]([NH:6][C:4](=[O:5])[CH2:3][C:2]([CH3:31])([CH3:30])[CH3:1])[C:8]([CH3:29])=[C:9]([C:33]4[CH:37]=[CH:36][S:35][CH:34]=4)[C:10]=3[O:14][CH2:13]2)=[CH:16][CH:17]=1)([CH3:23])[CH3:22]. The reactants are [CH3:1][C:2]([CH3:31])([CH3:30])[CH2:3][C:4]([NH:6][C:7]1[C:8]([CH3:29])=[C:9](B(O)O)[C:10]2[O:14][CH2:13][CH:12]([C:15]3[CH:20]=[CH:19][C:18]([CH:21]([CH3:23])[CH3:22])=[CH:17][CH:16]=3)[C:11]=2[C:24]=1[CH3:25])=[O:5].Br[C:33]1[CH:37]=[CH:36][S:35][CH:34]=1. No catalyst specified. (6) The reactants are [N+:1]([C:4]1[CH:17]=[CH:16][C:15]2[C:14]3[C:9](=[CH:10][CH:11]=[CH:12][CH:13]=3)[CH:8]=[CH:7][C:6]=2[CH:5]=1)([O-])=O.C(O)C.O.NN. The catalyst is [C].[Pd].O. The product is [NH2:1][C:4]1[CH:17]=[CH:16][C:15]2[C:14]3[C:9](=[CH:10][CH:11]=[CH:12][CH:13]=3)[CH:8]=[CH:7][C:6]=2[CH:5]=1. The yield is 0.860. (7) The reactants are Cl.[CH3:2][NH:3][O:4][CH3:5].CCN(C(C)C)C(C)C.C[Al](C)C.[F:19][C:20]1[CH:25]=[C:24]([I:26])[CH:23]=[CH:22][C:21]=1[N:27]1[CH:32]=[C:31]([O:33][CH3:34])[C:30](=[O:35])[C:29]([C:36]([O:38]C)=O)=[N:28]1. The catalyst is C(Cl)Cl. The product is [F:19][C:20]1[CH:25]=[C:24]([I:26])[CH:23]=[CH:22][C:21]=1[N:27]1[CH:32]=[C:31]([O:33][CH3:34])[C:30](=[O:35])[C:29]([C:36]([N:3]([O:4][CH3:5])[CH3:2])=[O:38])=[N:28]1. The yield is 0.770.